Dataset: NCI-60 drug combinations with 297,098 pairs across 59 cell lines. Task: Regression. Given two drug SMILES strings and cell line genomic features, predict the synergy score measuring deviation from expected non-interaction effect. (1) Drug 1: CNC(=O)C1=NC=CC(=C1)OC2=CC=C(C=C2)NC(=O)NC3=CC(=C(C=C3)Cl)C(F)(F)F. Drug 2: C1C(C(OC1N2C=NC3=C2NC=NCC3O)CO)O. Cell line: ACHN. Synergy scores: CSS=-10.6, Synergy_ZIP=6.99, Synergy_Bliss=3.31, Synergy_Loewe=-7.34, Synergy_HSA=-7.39. (2) Cell line: HCT116. Synergy scores: CSS=3.19, Synergy_ZIP=-0.840, Synergy_Bliss=-4.66, Synergy_Loewe=-2.55, Synergy_HSA=-4.73. Drug 2: C1=CN(C=N1)CC(O)(P(=O)(O)O)P(=O)(O)O. Drug 1: CCN(CC)CCNC(=O)C1=C(NC(=C1C)C=C2C3=C(C=CC(=C3)F)NC2=O)C. (3) Drug 1: C1CC(=O)NC(=O)C1N2C(=O)C3=CC=CC=C3C2=O. Drug 2: C(CN)CNCCSP(=O)(O)O. Cell line: NCIH23. Synergy scores: CSS=-2.18, Synergy_ZIP=1.59, Synergy_Bliss=-0.348, Synergy_Loewe=-0.537, Synergy_HSA=-3.98. (4) Drug 1: CN1C(=O)N2C=NC(=C2N=N1)C(=O)N. Drug 2: C1=CC=C(C(=C1)C(C2=CC=C(C=C2)Cl)C(Cl)Cl)Cl. Cell line: NCIH23. Synergy scores: CSS=-4.55, Synergy_ZIP=1.03, Synergy_Bliss=-1.16, Synergy_Loewe=-4.37, Synergy_HSA=-4.57. (5) Drug 1: C(=O)(N)NO. Drug 2: CN(CC1=CN=C2C(=N1)C(=NC(=N2)N)N)C3=CC=C(C=C3)C(=O)NC(CCC(=O)O)C(=O)O. Cell line: MCF7. Synergy scores: CSS=27.5, Synergy_ZIP=3.60, Synergy_Bliss=3.15, Synergy_Loewe=-19.5, Synergy_HSA=1.14.